Dataset: Full USPTO retrosynthesis dataset with 1.9M reactions from patents (1976-2016). Task: Predict the reactants needed to synthesize the given product. (1) Given the product [CH3:20][O:21][CH2:22][O:4][C:3](=[O:5])[CH:2]([OH:1])[CH2:6][S:7]([CH2:10][C:11]1[CH:16]=[CH:15][CH:14]=[CH:13][CH:12]=1)(=[O:9])=[O:8], predict the reactants needed to synthesize it. The reactants are: [OH:1][C@@H:2]([CH2:6][S:7]([CH2:10][C:11]1[CH:16]=[CH:15][CH:14]=[CH:13][CH:12]=1)(=[O:9])=[O:8])[C:3]([OH:5])=[O:4].CN1C[CH2:22][O:21][CH2:20]C1.COCCl. (2) Given the product [CH:1]1([O:6][C:7]2[CH:12]=[CH:11][C:10]([CH2:13][O:14][C:17]3[CH:28]=[C:21]4[N:22]([CH3:27])[C@@H:23]([CH3:26])[CH2:24][CH2:25][N:20]4[C:19](=[O:29])[N:18]=3)=[CH:9][C:8]=2[F:15])[CH2:2][CH2:3][CH2:4][CH2:5]1, predict the reactants needed to synthesize it. The reactants are: [CH:1]1([O:6][C:7]2[CH:12]=[CH:11][C:10]([CH2:13][OH:14])=[CH:9][C:8]=2[F:15])[CH2:5][CH2:4][CH2:3][CH2:2]1.Cl[C:17]1[CH:28]=[C:21]2[N:22]([CH3:27])[C@@H:23]([CH3:26])[CH2:24][CH2:25][N:20]2[C:19](=[O:29])[N:18]=1. (3) Given the product [CH3:1][O:2][C:3](=[O:27])[CH:4]([O:24][CH2:25][CH3:26])[CH2:5][C:6]1[CH:11]=[CH:10][C:9]([C:12]2([CH2:15][N:16]([CH2:17][CH2:18][CH2:19][CH2:20][CH2:21][CH2:22][CH3:23])[C:37]([NH:36][C:30]3[CH:31]=[CH:32][C:33]([F:35])=[CH:34][C:29]=3[F:28])=[O:38])[CH2:13][CH2:14]2)=[CH:8][CH:7]=1, predict the reactants needed to synthesize it. The reactants are: [CH3:1][O:2][C:3](=[O:27])[CH:4]([O:24][CH2:25][CH3:26])[CH2:5][C:6]1[CH:11]=[CH:10][C:9]([C:12]2([CH2:15][NH:16][CH2:17][CH2:18][CH2:19][CH2:20][CH2:21][CH2:22][CH3:23])[CH2:14][CH2:13]2)=[CH:8][CH:7]=1.[F:28][C:29]1[CH:34]=[C:33]([F:35])[CH:32]=[CH:31][C:30]=1[N:36]=[C:37]=[O:38].C(N(CC)C(C)C)(C)C.Cl. (4) Given the product [C:32]1([S:29]([N:28]([CH2:39][O:19][C:18]([C:10]2[NH:11][C:12]3[C:17]([C:9]=2[NH:8][C:5]2[CH:6]=[CH:7][N:2]=[CH:3][CH:4]=2)=[CH:16][CH:15]=[CH:14][CH:13]=3)=[O:20])[CH3:27])(=[O:31])=[O:30])[CH:33]=[CH:34][CH:35]=[CH:36][CH:37]=1, predict the reactants needed to synthesize it. The reactants are: [K+].[N:2]1[CH:7]=[CH:6][C:5]([NH:8][C:9]2[C:17]3[C:12](=[CH:13][CH:14]=[CH:15][CH:16]=3)[NH:11][C:10]=2[C:18]([O-:20])=[O:19])=[CH:4][CH:3]=1.CN(C=O)C.Cl[CH2:27][N:28]([CH3:39])[S:29]([C:32]1[CH:37]=[CH:36][C:35](C)=[CH:34][CH:33]=1)(=[O:31])=[O:30].O. (5) Given the product [Cl:25][C:22]1[CH:23]=[CH:24][C:19]2[N:20]([CH:26]=[C:17]([C:15]([C:2]3[CH:7]=[CH:6][CH:5]=[CH:4][N:3]=3)=[O:16])[N:18]=2)[CH:21]=1, predict the reactants needed to synthesize it. The reactants are: I[C:2]1[CH:7]=[CH:6][CH:5]=[CH:4][N:3]=1.C([Mg]Br)C.CON(C)[C:15]([C:17]1[N:18]=[C:19]2[CH:24]=[CH:23][C:22]([Cl:25])=[CH:21][N:20]2[CH:26]=1)=[O:16]. (6) Given the product [CH3:47][C:46]1[O:45][C:44](=[O:48])[O:43][C:42]=1[CH2:41][O:40][C:39]([N:19]1[CH2:20][CH2:21][CH:22]([CH2:25][CH2:26][CH3:27])[CH2:23][CH2:24][CH:18]1[C:16](=[O:17])[NH:15][CH:3]([CH:4]1[CH:9]([OH:10])[CH:8]([OH:11])[CH:7]([OH:12])[CH:6]([S:13][CH3:14])[O:5]1)[CH:2]([Cl:1])[CH3:28])=[O:38], predict the reactants needed to synthesize it. The reactants are: [Cl:1][CH:2]([CH3:28])[CH:3]([NH:15][C:16]([CH:18]1[CH2:24][CH2:23][CH:22]([CH2:25][CH2:26][CH3:27])[CH2:21][CH2:20][NH:19]1)=[O:17])[CH:4]1[CH:9]([OH:10])[CH:8]([OH:11])[CH:7]([OH:12])[CH:6]([S:13][CH3:14])[O:5]1.[N+](C1C=CC([O:38][C:39](=O)[O:40][CH2:41][C:42]2[O:43][C:44](=[O:48])[O:45][C:46]=2[CH3:47])=CC=1)([O-])=O. (7) Given the product [CH2:1]([N:4]1[C:5](=[O:6])[NH:7][N:8]=[C:9]1[CH2:10][O:11][C:12]([C:25]1[CH:30]=[CH:29][CH:28]=[CH:27][CH:26]=1)([C:19]1[CH:20]=[CH:21][CH:22]=[CH:23][CH:24]=1)[C:13]1[CH:18]=[CH:17][CH:16]=[CH:15][CH:14]=1)[CH2:2][CH3:3], predict the reactants needed to synthesize it. The reactants are: [CH2:1]([NH:4][C:5]([NH:7][NH:8][C:9](=O)[CH2:10][O:11][C:12]([C:25]1[CH:30]=[CH:29][CH:28]=[CH:27][CH:26]=1)([C:19]1[CH:24]=[CH:23][CH:22]=[CH:21][CH:20]=1)[C:13]1[CH:18]=[CH:17][CH:16]=[CH:15][CH:14]=1)=[O:6])[CH2:2][CH3:3].[OH-].[K+]. (8) Given the product [Cl:18][C:10]1[C:11]2[C:6](=[CH:5][CH:4]=[CH:3][C:2]=2[F:1])[CH:7]=[C:8]([C:13]#[N:15])[N:9]=1, predict the reactants needed to synthesize it. The reactants are: [F:1][C:2]1[CH:3]=[CH:4][CH:5]=[C:6]2[C:11]=1[C:10](=O)[NH:9][C:8]([C:13]([NH2:15])=O)=[CH:7]2.O=P(Cl)(Cl)[Cl:18]. (9) Given the product [NH2:4][C:3]1[C:2]([F:1])=[C:8]([O:14][C:15]2[CH:22]=[CH:21][C:18]([CH:19]=[O:20])=[CH:17][CH:16]=2)[C:7]([F:10])=[CH:6][C:5]=1[N+:11]([O-:13])=[O:12], predict the reactants needed to synthesize it. The reactants are: [F:1][C:2]1[C:8](F)=[C:7]([F:10])[CH:6]=[C:5]([N+:11]([O-:13])=[O:12])[C:3]=1[NH2:4].[OH:14][C:15]1[CH:22]=[CH:21][C:18]([CH:19]=[O:20])=[CH:17][CH:16]=1.C([O-])([O-])=O.[Cs+].[Cs+]. (10) Given the product [CH3:1][C:2]1([CH3:14])[C:6]([CH3:7])([CH3:8])[O:5][B:4]([C:9]2[CH:13]=[N:12][N:11]([CH2:24][O:23][CH2:22][CH2:21][Si:18]([CH3:20])([CH3:19])[CH3:17])[CH:10]=2)[O:3]1, predict the reactants needed to synthesize it. The reactants are: [CH3:1][C:2]1([CH3:14])[C:6]([CH3:8])([CH3:7])[O:5][B:4]([C:9]2[CH:10]=[N:11][NH:12][CH:13]=2)[O:3]1.[H-].[Na+].[CH3:17][Si:18]([CH2:21][CH2:22][O:23][CH2:24]Cl)([CH3:20])[CH3:19].